From a dataset of Catalyst prediction with 721,799 reactions and 888 catalyst types from USPTO. Predict which catalyst facilitates the given reaction. (1) Reactant: [NH2:1][C:2]1[C:11]2[N:10]=[C:9]([C:12]3[CH:17]=[CH:16][CH:15]=[C:14]([F:18])[CH:13]=3)[CH:8]=[CH:7][C:6]=2[C:5]([C:19]([OH:21])=O)=[CH:4][N:3]=1.CN(C(ON1N=NC2C=CC=NC1=2)=[N+](C)C)C.F[P-](F)(F)(F)(F)F.CCN(C(C)C)C(C)C.[NH2:55][CH:56]1[CH2:59][N:58]([C:60]([CH:62]2[CH2:64][CH2:63]2)=[O:61])[CH2:57]1. Product: [NH2:1][C:2]1[C:11]2[N:10]=[C:9]([C:12]3[CH:17]=[CH:16][CH:15]=[C:14]([F:18])[CH:13]=3)[CH:8]=[CH:7][C:6]=2[C:5]([C:19]([NH:55][CH:56]2[CH2:59][N:58]([C:60]([CH:62]3[CH2:64][CH2:63]3)=[O:61])[CH2:57]2)=[O:21])=[CH:4][N:3]=1. The catalyst class is: 31. (2) Reactant: [C:1]([O:5][C:6]([NH:8][C@@:9]([C:19]([O:21][CH2:22][CH3:23])=[O:20])([C:16](O)=[O:17])[CH2:10][C:11]([O:13][CH2:14][CH3:15])=[O:12])=[O:7])([CH3:4])([CH3:3])[CH3:2].ClC(OCC(C)C)=O.[NH3:32].Cl. Product: [C:1]([O:5][C:6]([NH:8][C@@:9]([C:16](=[O:17])[NH2:32])([CH2:10][C:11]([O:13][CH2:14][CH3:15])=[O:12])[C:19]([O:21][CH2:22][CH3:23])=[O:20])=[O:7])([CH3:4])([CH3:3])[CH3:2]. The catalyst class is: 531. (3) Reactant: [CH3:1][CH:2]1[C:11]2[CH2:10][O:9][CH:8]=[CH:7][C:6]3=[CH:12][CH:13]([CH2:15][NH:16][C:17](=[O:23])[O:18][C:19]([CH3:22])([CH3:21])[CH3:20])[O:14][B:4]([C:5]=23)[O:3]1.[Br:24]N1C(=O)CCC1=O.CC(C)C#N. Product: [Br:24][C:12]1[CH:13]([CH2:15][NH:16][C:17](=[O:23])[O:18][C:19]([CH3:22])([CH3:21])[CH3:20])[O:14][B:4]2[C:5]3[C:6]=1[CH:7]=[CH:8][O:9][CH2:10][C:11]=3[CH:2]([CH3:1])[O:3]2. The catalyst class is: 23. (4) Reactant: Br[C:2]1[CH:9]=[C:6]([CH:7]=[O:8])[C:5]([OH:10])=[CH:4][CH:3]=1.B(O)(O)[C:12]1[CH:17]=[CH:16][C:15]2[C:18]3[C:23]([C:24]([CH3:26])([CH3:25])[C:14]=2[CH:13]=1)=[CH:22][CH:21]=[CH:20][CH:19]=3.C([O-])([O-])=O.[K+].[K+]. Product: [CH3:25][C:24]1([CH3:26])[C:14]2[CH:13]=[C:12]([C:2]3[CH:9]=[C:6]([CH:7]=[O:8])[C:5]([OH:10])=[CH:4][CH:3]=3)[CH:17]=[CH:16][C:15]=2[C:18]2[C:23]1=[CH:22][CH:21]=[CH:20][CH:19]=2. The catalyst class is: 109. (5) Reactant: [Cl:1][C:2]1[CH:10]=[CH:9][CH:8]=[C:7]([Cl:11])[C:3]=1[C:4](Cl)=[O:5].Cl.[CH3:13][O:14][C:15](=[O:26])[C@@H:16]([CH2:18][C:19]1[CH:24]=[CH:23][C:22]([OH:25])=[CH:21][CH:20]=1)[NH2:17].CCN(C(C)C)C(C)C. Product: [CH3:13][O:14][C:15](=[O:26])[C@@H:16]([CH2:18][C:19]1[CH:20]=[CH:21][C:22]([OH:25])=[CH:23][CH:24]=1)[NH:17][C:4](=[O:5])[C:3]1[C:2]([Cl:1])=[CH:10][CH:9]=[CH:8][C:7]=1[Cl:11]. The catalyst class is: 2. (6) Reactant: [CH2:1]([N:8]([CH2:12][C:13]1[C:14](Cl)=[N:15][C:16]([Cl:19])=[CH:17][CH:18]=1)[CH2:9][CH:10]=[CH2:11])[C:2]1[CH:7]=[CH:6][CH:5]=[CH:4][CH:3]=1.CC1C=CC=CC=1P(C1C=CC=CC=1C)C1C=CC=CC=1C.C(=O)([O-])[O-].[K+].[K+]. Product: [CH2:1]([N:8]1[CH2:9][C:10](=[CH2:11])[C:14]2[N:15]=[C:16]([Cl:19])[CH:17]=[CH:18][C:13]=2[CH2:12]1)[C:2]1[CH:7]=[CH:6][CH:5]=[CH:4][CH:3]=1. The catalyst class is: 274. (7) Reactant: [Cl:1][C:2]1[CH:3]=[C:4]([CH:14]=[CH:15][CH:16]=1)[O:5][C:6]1[CH:11]=[CH:10][C:9]([NH2:12])=[C:8]([CH3:13])[CH:7]=1.CC(OC(C)=O)=O.C([O-])(=O)C.[K+].[N:29](OC(C)(C)C)=O. Product: [Cl:1][C:2]1[CH:3]=[C:4]([CH:14]=[CH:15][CH:16]=1)[O:5][C:6]1[CH:7]=[C:8]2[C:9](=[CH:10][CH:11]=1)[NH:12][N:29]=[CH:13]2. The catalyst class is: 22.